Dataset: Forward reaction prediction with 1.9M reactions from USPTO patents (1976-2016). Task: Predict the product of the given reaction. (1) Given the reactants [O:1]=[C:2]1[CH:6]=[C:5]([C@H:7]2[CH2:12][CH2:11][N:10]([C:13]([O:15][CH3:16])=[O:14])[C@@H:9]([CH2:17][C:18]3[CH:23]=[C:22]([F:24])[C:21]([F:25])=[C:20]([F:26])[CH:19]=3)[CH2:8]2)[O:4][NH:3]1.CCCCCCC.CCO, predict the reaction product. The product is: [O:1]=[C:2]1[CH:6]=[C:5]([C@H:7]2[CH2:12][CH2:11][N:10]([C:13]([O:15][CH3:16])=[O:14])[C@@H:9]([CH2:17][C:18]3[CH:19]=[C:20]([F:26])[C:21]([F:25])=[C:22]([F:24])[CH:23]=3)[CH2:8]2)[O:4][NH:3]1.[O:1]=[C:2]1[CH:6]=[C:5]([C@@H:7]2[CH2:12][CH2:11][N:10]([C:13]([O:15][CH3:16])=[O:14])[C@H:9]([CH2:17][C:18]3[CH:19]=[C:20]([F:26])[C:21]([F:25])=[C:22]([F:24])[CH:23]=3)[CH2:8]2)[O:4][NH:3]1. (2) Given the reactants [F:1][C:2]1[C:3]([NH:8][NH2:9])=[N:4][CH:5]=[CH:6][CH:7]=1.C(N(CC)CC)C.C[O:18][C:19](=O)[N:20]=[C:21](SC)[C:22]([C:36]1[CH:37]=[C:38]2[C:43](=[C:44]([O:46][CH3:47])[CH:45]=1)[O:42][CH2:41][CH2:40][CH2:39]2)=[N:23][C:24]1[CH:29]=[CH:28][C:27]([C:30]2[N:34]=[C:33]([CH3:35])[O:32][N:31]=2)=[CH:26][CH:25]=1, predict the reaction product. The product is: [F:1][C:2]1[C:3]([N:8]2[C:19](=[O:18])[NH:20][C:21]([CH:22]([C:36]3[CH:37]=[C:38]4[C:43](=[C:44]([O:46][CH3:47])[CH:45]=3)[O:42][CH2:41][CH2:40][CH2:39]4)[NH:23][C:24]3[CH:29]=[CH:28][C:27]([C:30]4[N:34]=[C:33]([CH3:35])[O:32][N:31]=4)=[CH:26][CH:25]=3)=[N:9]2)=[N:4][CH:5]=[CH:6][CH:7]=1.